Dataset: Full USPTO retrosynthesis dataset with 1.9M reactions from patents (1976-2016). Task: Predict the reactants needed to synthesize the given product. Given the product [CH2:1]([CH:5]1[CH2:13][C:12]2[C:7](=[CH:8][C:9]([F:16])=[C:10]([O:14][CH3:15])[C:11]=2[Cl:19])[C:6]1=[O:17])[CH2:2][CH2:3][CH3:4], predict the reactants needed to synthesize it. The reactants are: [CH2:1]([CH:5]1[CH2:13][C:12]2[C:7](=[CH:8][C:9]([F:16])=[C:10]([O:14][CH3:15])[CH:11]=2)[C:6]1=[O:17])[CH2:2][CH2:3][CH3:4].[O-][Cl:19].[Na+].O.